Dataset: Catalyst prediction with 721,799 reactions and 888 catalyst types from USPTO. Task: Predict which catalyst facilitates the given reaction. The catalyst class is: 22. Reactant: [Si:1]([O:8][C:9]1[C:18]2[O:17][CH2:16][CH2:15][NH:14][C:13]=2[CH:12]=[CH:11][CH:10]=1)([C:4]([CH3:7])([CH3:6])[CH3:5])([CH3:3])[CH3:2].N1C=CC=CC=1.[CH2:25]([O:32][C:33]1[C:41]([Cl:42])=[CH:40][C:36]([C:37](Cl)=[O:38])=[CH:35][C:34]=1[Cl:43])[C:26]1[CH:31]=[CH:30][CH:29]=[CH:28][CH:27]=1.C(O)(=O)CC(CC(O)=O)(C(O)=O)O. Product: [CH2:25]([O:32][C:33]1[C:34]([Cl:43])=[CH:35][C:36]([C:37]([N:14]2[C:13]3[CH:12]=[CH:11][CH:10]=[C:9]([O:8][Si:1]([C:4]([CH3:7])([CH3:5])[CH3:6])([CH3:3])[CH3:2])[C:18]=3[O:17][CH2:16][CH2:15]2)=[O:38])=[CH:40][C:41]=1[Cl:42])[C:26]1[CH:27]=[CH:28][CH:29]=[CH:30][CH:31]=1.